Dataset: Forward reaction prediction with 1.9M reactions from USPTO patents (1976-2016). Task: Predict the product of the given reaction. Given the reactants [Br:1][C:2]1[CH:7]=[CH:6][C:5]([CH2:8][C:9]([O:11][CH2:12][CH3:13])=[O:10])=[C:4]([F:14])[CH:3]=1.[Br:15]N1C(=O)CCC1=O.N(C(C)(C)C#N)=NC(C)(C)C#N, predict the reaction product. The product is: [Br:15][CH:8]([C:5]1[CH:6]=[CH:7][C:2]([Br:1])=[CH:3][C:4]=1[F:14])[C:9]([O:11][CH2:12][CH3:13])=[O:10].